This data is from Reaction yield outcomes from USPTO patents with 853,638 reactions. The task is: Predict the reaction yield, written as a fraction of the theoretical maximum amount of product (1.0 means a 100% yield; for example, 0.34 means a 34% yield). The reactants are [CH3:1][N:2]1[CH:6]=[C:5]([N+:7]([O-:9])=[O:8])[CH:4]=[N:3]1.[C:10]1(=[O:17])[CH2:16][CH2:15][CH:14]=[CH:13][CH2:12][CH2:11]1.C[Si](C)(C)[N-][Si](C)(C)C.[Li+].[Cl-].[NH4+]. The catalyst is C1COCC1. The product is [CH3:1][N:2]1[C:6]([C:10]2([OH:17])[CH2:16][CH2:15][CH:14]=[CH:13][CH2:12][CH2:11]2)=[C:5]([N+:7]([O-:9])=[O:8])[CH:4]=[N:3]1. The yield is 0.490.